From a dataset of Peptide-MHC class II binding affinity with 134,281 pairs from IEDB. Regression. Given a peptide amino acid sequence and an MHC pseudo amino acid sequence, predict their binding affinity value. This is MHC class II binding data. (1) The peptide sequence is VWGQKYFKGNFERLA. The MHC is HLA-DQA10102-DQB10602 with pseudo-sequence HLA-DQA10102-DQB10602. The binding affinity (normalized) is 0.315. (2) The peptide sequence is AFILPGDNLFPKV. The MHC is DRB1_0401 with pseudo-sequence DRB1_0401. The binding affinity (normalized) is 0.453. (3) The peptide sequence is EKKYFAATQFEALAA. The MHC is HLA-DPA10103-DPB10601 with pseudo-sequence HLA-DPA10103-DPB10601. The binding affinity (normalized) is 0.867. (4) The peptide sequence is FTTMPFLFCNVNDVCNFASR. The MHC is DRB1_1501 with pseudo-sequence DRB1_1501. The binding affinity (normalized) is 0.313. (5) The peptide sequence is TSVIIDGNCDGRGKS. The MHC is HLA-DQA10303-DQB10402 with pseudo-sequence HLA-DQA10303-DQB10402. The binding affinity (normalized) is 0.319. (6) The peptide sequence is EIESCRKNSCECNFE. The MHC is DRB1_0404 with pseudo-sequence DRB1_0404. The binding affinity (normalized) is 0.